This data is from Reaction yield outcomes from USPTO patents with 853,638 reactions. The task is: Predict the reaction yield, written as a fraction of the theoretical maximum amount of product (1.0 means a 100% yield; for example, 0.34 means a 34% yield). (1) The reactants are [F:1][C:2]1[CH:30]=[CH:29][C:5]([CH2:6][N:7]2[C:15]3[C:10](=[CH:11][CH:12]=[CH:13][CH:14]=3)[C:9]3[CH2:16][C@@H:17]([CH2:27][OH:28])[N:18]([C:20]([O:22][C:23]([CH3:26])([CH3:25])[CH3:24])=[O:21])[CH2:19][C:8]2=3)=[CH:4][CH:3]=1.[H-].[Na+].I[CH3:34].CN([CH:38]=[O:39])C. No catalyst specified. The product is [F:1][C:2]1[CH:30]=[CH:29][C:5]([CH2:6][N:7]2[C:15]3[C:10](=[CH:11][CH:12]=[CH:13][CH:14]=3)[C:9]3[CH2:16][C:17]([CH3:34])([C:27]([O:39][CH3:38])=[O:28])[N:18]([C:20]([O:22][C:23]([CH3:26])([CH3:24])[CH3:25])=[O:21])[CH2:19][C:8]2=3)=[CH:4][CH:3]=1. The yield is 0.280. (2) The reactants are [F:1][C:2]([F:22])([F:21])[O:3][C:4]1[CH:5]=[C:6]([C:10]2[N:11]=[C:12]([CH:15]3[CH2:20][CH2:19][NH:18][CH2:17][CH2:16]3)[NH:13][CH:14]=2)[CH:7]=[CH:8][CH:9]=1.Cl[C:24]1[N:32]=[CH:31][N:30]=[C:29]2[C:25]=1[NH:26][CH:27]=[N:28]2.C(N(CC)CC)C. The catalyst is CC(O)C. The product is [F:22][C:2]([F:1])([F:21])[O:3][C:4]1[CH:5]=[C:6]([C:10]2[N:11]=[C:12]([CH:15]3[CH2:16][CH2:17][N:18]([C:24]4[N:32]=[CH:31][N:30]=[C:29]5[C:25]=4[NH:26][CH:27]=[N:28]5)[CH2:19][CH2:20]3)[NH:13][CH:14]=2)[CH:7]=[CH:8][CH:9]=1. The yield is 0.650. (3) The reactants are C(OC([N:8]1[CH2:13][CH2:12][CH2:11][C@H:10]([CH2:14][O:15][C:16]2[C:25]3[C:24]([NH2:26])=[N:23][S:22](=[O:28])(=[O:27])[NH:21][C:20]=3[CH:19]=[CH:18][CH:17]=2)[CH2:9]1)=O)(C)(C)C.[ClH:29].CO. No catalyst specified. The product is [ClH:29].[NH2:26][C:24]1[C:25]2[C:16]([O:15][CH2:14][C@H:10]3[CH2:11][CH2:12][CH2:13][NH:8][CH2:9]3)=[CH:17][CH:18]=[CH:19][C:20]=2[NH:21][S:22](=[O:27])(=[O:28])[N:23]=1. The yield is 0.632. (4) The reactants are [CH3:1][O:2][C:3]1[C:4]([C:18](=[O:20])[CH3:19])=[CH:5][S:6][C:7]=1[C:8]1[CH:17]=[CH:16][C:15]2[CH2:14][CH2:13][CH2:12]C[C:10]=2[CH:9]=1.C1C2C(=CC(C3SC=C(C#N)C=3OC)=CC=2)CC1. No catalyst specified. The product is [CH2:14]1[C:15]2[C:16](=[CH:17][C:8]([C:7]3[S:6][CH:5]=[C:4]([C:18](=[O:20])[CH3:19])[C:3]=3[O:2][CH3:1])=[CH:9][CH:10]=2)[CH2:12][CH2:13]1. The yield is 0.758. (5) The catalyst is CN(C)C=O. The yield is 0.360. The product is [Br:1][C:2]1[N:7]=[C:6]([N+:8]([O-:10])=[O:9])[C:5]([O:11][C:13]([CH3:20])([CH3:19])[C:14]([O:16][CH2:17][CH3:18])=[O:15])=[CH:4][CH:3]=1. The reactants are [Br:1][C:2]1[N:7]=[C:6]([N+:8]([O-:10])=[O:9])[C:5]([OH:11])=[CH:4][CH:3]=1.Br[C:13]([CH3:20])([CH3:19])[C:14]([O:16][CH2:17][CH3:18])=[O:15].C([O-])([O-])=O.[K+].[K+].O.